Dataset: Reaction yield outcomes from USPTO patents with 853,638 reactions. Task: Predict the reaction yield, written as a fraction of the theoretical maximum amount of product (1.0 means a 100% yield; for example, 0.34 means a 34% yield). The reactants are [C@@H]1(NC2C3C=CN([C@H]4C[C@H:23]([OH:25])[C@H:22](CO)C4)C=3N=CN=2)C2C(=CC=CC=2)CC1.N1C=CN=C1.[Si](Cl)(C(C)(C)C)(C)C.[Si:41]([O:48][CH2:49][C@@H:50]1[CH2:54][C@@H:53]([N:55]2[C:59]3[N:60]=[CH:61][N:62]=[C:63]([NH:64][C@@H:65]4[C:73]5[C:68](=[CH:69][CH:70]=[CH:71][CH:72]=5)[CH2:67][CH2:66]4)[C:58]=3[CH:57]=[CH:56]2)[CH2:52][C@@H:51]1[OH:74])([C:44]([CH3:47])([CH3:46])[CH3:45])([CH3:43])[CH3:42].C(OC(=O)C)(=O)C. The catalyst is CN(C)C1C=CN=CC=1.CN(C=O)C.N1C=CC=CC=1. The product is [C:23]([O:74][C@H:51]1[CH2:52][C@H:53]([N:55]2[C:59]3[N:60]=[CH:61][N:62]=[C:63]([NH:64][C@@H:65]4[C:73]5[C:68](=[CH:69][CH:70]=[CH:71][CH:72]=5)[CH2:67][CH2:66]4)[C:58]=3[CH:57]=[CH:56]2)[CH2:54][C@H:50]1[CH2:49][O:48][Si:41]([C:44]([CH3:47])([CH3:45])[CH3:46])([CH3:42])[CH3:43])(=[O:25])[CH3:22]. The yield is 0.860.